This data is from hERG Central: cardiac toxicity at 1µM, 10µM, and general inhibition. The task is: Predict hERG channel inhibition at various concentrations. The molecule is COc1ccc(C2c3[nH]c4ccccc4c3CCN2Cc2cccn2-c2ncccn2)cc1C. Results: hERG_inhib (hERG inhibition (general)): blocker.